From a dataset of Catalyst prediction with 721,799 reactions and 888 catalyst types from USPTO. Predict which catalyst facilitates the given reaction. (1) Reactant: [NH:1]1[CH2:5][CH2:4][CH2:3][CH2:2]1.Br[CH2:7][C:8]1[CH:13]=[CH:12][C:11]([C:14]([C:22]2[NH:27][C:26](=[O:28])[C:25]([Cl:29])=[CH:24][CH:23]=2)=[CH:15][C@H:16]2[CH2:20][CH2:19][C:18](=[O:21])[NH:17]2)=[CH:10][CH:9]=1.O.[Cl-].[NH4+]. Product: [Cl:29][C:25]1[C:26](=[O:28])[NH:27][C:22](/[C:14](/[C:11]2[CH:12]=[CH:13][C:8]([CH2:7][N:1]3[CH2:5][CH2:4][CH2:3][CH2:2]3)=[CH:9][CH:10]=2)=[CH:15]/[C@H:16]2[CH2:20][CH2:19][C:18](=[O:21])[NH:17]2)=[CH:23][CH:24]=1. The catalyst class is: 10. (2) Reactant: [CH3:1][O:2][C:3]1[CH:4]=[C:5]([C:11](=O)[C:12](=[N:16][OH:17])[C:13](=O)[CH3:14])[CH:6]=[CH:7][C:8]=1[O:9][CH3:10].[NH2:19][NH2:20].C(=O)([O-])[O-:22].[Na+].[Na+]. Product: [CH3:1][O:2][C:3]1[CH:4]=[C:5]([C:11]2[NH:20][N:19]=[C:13]([CH3:14])[C:12]=2[N+:16]([O-:17])=[O:22])[CH:6]=[CH:7][C:8]=1[O:9][CH3:10]. The catalyst class is: 15.